From a dataset of Forward reaction prediction with 1.9M reactions from USPTO patents (1976-2016). Predict the product of the given reaction. (1) Given the reactants [CH3:1][O:2][C:3]1[C:11]2[C:6](=[CH:7][CH:8]=[C:9]([CH:12]=O)[CH:10]=2)[NH:5][N:4]=1.[C:14](/[CH:16]=[C:17](\[O-:19])/[CH3:18])#[N:15].[Na+].C(O)(=O)C.N1CCCCC1, predict the reaction product. The product is: [CH3:1][O:2][C:3]1[C:11]2[C:6](=[CH:7][CH:8]=[C:9](/[CH:12]=[C:16](/[C:17](=[O:19])[CH3:18])\[C:14]#[N:15])[CH:10]=2)[NH:5][N:4]=1. (2) The product is: [CH2:12]([O:14][C:15]1[C:20]([O:21][CH3:22])=[CH:19][C:18]([B:33]([OH:38])[OH:34])=[CH:17][C:16]=1[O:24][CH3:25])[CH3:13]. Given the reactants C([Li])CCC.CCCCCC.[CH2:12]([O:14][C:15]1[C:20]([O:21][CH3:22])=[CH:19][C:18](I)=[CH:17][C:16]=1[O:24][CH3:25])[CH3:13].C(=O)=O.CC(C)=O.[B:33](OC(C)C)([O:38]C(C)C)[O:34]C(C)C, predict the reaction product. (3) Given the reactants C([O:3][C:4](=[O:36])[CH:5]([O:33][CH2:34][CH3:35])[CH2:6][C:7]1[CH:12]=[CH:11][C:10]([O:13][CH2:14][CH2:15][C:16]2[S:20][C:19]([C:21]3[CH:26]=[CH:25][CH:24]=[C:23]([C:27]([F:30])([F:29])[F:28])[CH:22]=3)=[N:18][C:17]=2[CH3:31])=[CH:9][C:8]=1[CH3:32])C.[Li+].[OH-], predict the reaction product. The product is: [CH2:34]([O:33][CH:5]([CH2:6][C:7]1[CH:12]=[CH:11][C:10]([O:13][CH2:14][CH2:15][C:16]2[S:20][C:19]([C:21]3[CH:26]=[CH:25][CH:24]=[C:23]([C:27]([F:28])([F:29])[F:30])[CH:22]=3)=[N:18][C:17]=2[CH3:31])=[CH:9][C:8]=1[CH3:32])[C:4]([OH:36])=[O:3])[CH3:35].